The task is: Predict the reactants needed to synthesize the given product.. This data is from Full USPTO retrosynthesis dataset with 1.9M reactions from patents (1976-2016). (1) Given the product [CH3:1][CH2:2][CH2:3][CH2:4][CH2:5][CH2:6][CH2:7][CH2:8][CH2:9][CH2:10][CH2:11][C:12]([O:14][CH2:15][CH:16]([OH:19])[CH2:17][OH:18])=[O:13].[C:12]([OH:14])(=[O:13])[C:11]1[C:10](=[CH:9][CH:8]=[CH:7][CH:6]=1)[OH:23], predict the reactants needed to synthesize it. The reactants are: [CH3:1][CH2:2][CH2:3][CH2:4][CH2:5][CH2:6][CH2:7][CH2:8][CH2:9][CH2:10][CH2:11][C:12]([O:14][CH2:15][CH:16]([OH:19])[CH2:17][OH:18])=[O:13].C([OH:23])(C)C. (2) The reactants are: Br[C:2]1[CH:7]=[CH:6][C:5]([O:8][C:9]([F:12])([F:11])[F:10])=[C:4]([F:13])[CH:3]=1.C([Mg]Cl)(C)C.[Br:19][C:20]1[C:21]([C:26](N(OC)C)=[O:27])=[N:22][CH:23]=[CH:24][CH:25]=1. Given the product [Br:19][C:20]1[C:21]([C:26]([C:2]2[CH:7]=[CH:6][C:5]([O:8][C:9]([F:12])([F:11])[F:10])=[C:4]([F:13])[CH:3]=2)=[O:27])=[N:22][CH:23]=[CH:24][CH:25]=1, predict the reactants needed to synthesize it. (3) Given the product [CH3:1][C@H:2]([O:6][C:7]1[CH:8]=[C:9]([C:21]([NH:23][C:24]2[N:29]=[CH:28][C:27]([C:30]([O:32][CH3:33])=[O:31])=[CH:26][CH:25]=2)=[O:22])[CH:10]=[C:11]([OH:13])[CH:12]=1)[CH2:3][O:4][CH3:5], predict the reactants needed to synthesize it. The reactants are: [CH3:1][C@H:2]([O:6][C:7]1[CH:8]=[C:9]([C:21]([NH:23][C:24]2[N:29]=[CH:28][C:27]([C:30]([O:32][CH3:33])=[O:31])=[CH:26][CH:25]=2)=[O:22])[CH:10]=[C:11]([O:13]CC2C=CC=CC=2)[CH:12]=1)[CH2:3][O:4][CH3:5].CO.[H][H]. (4) Given the product [CH2:38]([O:19][C:20]1[CH:21]=[C:22]2[C:26](=[CH:27][CH:28]=1)[NH:25][C:24]([C:29]([NH:10][C:11]1[CH:16]=[N:15][C:14]([C:17]#[N:18])=[CH:13][CH:12]=1)=[O:31])=[CH:23]2)[C:39]1[CH:6]=[CH:5][CH:42]=[CH:41][CH:40]=1, predict the reactants needed to synthesize it. The reactants are: [Cl-].ClC1N(C)[CH2:6][CH2:5][NH+]1C.[NH2:10][C:11]1[CH:12]=[CH:13][C:14]([C:17]#[N:18])=[N:15][CH:16]=1.[OH:19][C:20]1[CH:21]=[C:22]2[C:26](=[CH:27][CH:28]=1)[NH:25][C:24]([C:29]([OH:31])=O)=[CH:23]2.C(=O)([O-])O.[Na+].N1[CH:42]=[CH:41][CH:40]=[CH:39][CH:38]=1.